From a dataset of Catalyst prediction with 721,799 reactions and 888 catalyst types from USPTO. Predict which catalyst facilitates the given reaction. (1) Reactant: C(OC([N:8]1[CH2:13][CH2:12][C@H:11]([N:14]2[CH2:18][CH2:17][CH2:16][C:15]2=O)[C@H:10]([CH3:20])[CH2:9]1)=O)(C)(C)C.[H-].[Al+3].[Li+].[H-].[H-].[H-].[ClH:27]. Product: [ClH:27].[ClH:27].[CH3:20][C@H:10]1[C@@H:11]([N:14]2[CH2:18][CH2:17][CH2:16][CH2:15]2)[CH2:12][CH2:13][NH:8][CH2:9]1. The catalyst class is: 12. (2) Reactant: [Cl:1][C:2]1[N:7]=[C:6]([O:8][CH3:9])[C:5]([C:10]([OH:12])=O)=[C:4]([O:13][CH3:14])[N:3]=1.F[P-](F)(F)(F)(F)F.N1(OC(N(C)C)=[N+](C)C)C2N=CC=CC=2N=N1.C(N(CC)CC)C.[Cl:46][C:47]1[CH:54]=[CH:53][C:50]([CH2:51][NH2:52])=[CH:49][CH:48]=1. Product: [Cl:1][C:2]1[N:3]=[C:4]([O:13][CH3:14])[C:5]([C:10]([NH:52][CH2:51][C:50]2[CH:53]=[CH:54][C:47]([Cl:46])=[CH:48][CH:49]=2)=[O:12])=[C:6]([O:8][CH3:9])[N:7]=1. The catalyst class is: 1.